Predict which catalyst facilitates the given reaction. From a dataset of Catalyst prediction with 721,799 reactions and 888 catalyst types from USPTO. (1) Reactant: [OH-:1].[K+].[Cl:3][C:4]1[C:12]([CH2:13][C:14]#N)=[CH:11][CH:10]=[CH:9][C:5]=1[C:6]([OH:8])=[O:7].[OH2:16]. The catalyst class is: 8. Product: [C:14]([CH2:13][C:12]1[C:4]([Cl:3])=[C:5]([CH:9]=[CH:10][CH:11]=1)[C:6]([OH:8])=[O:7])([OH:16])=[O:1]. (2) Reactant: [C:1]([S-:3])#[N:2].[K+].[C:5](Cl)(=[O:12])[C:6]1[CH:11]=[CH:10][CH:9]=[CH:8][CH:7]=1.[CH:14]1([NH2:17])[CH2:16][CH2:15]1. Product: [CH2:5]([O:12][NH:2][C:1]([NH:17][CH:14]1[CH2:16][CH2:15]1)=[S:3])[C:6]1[CH:11]=[CH:10][CH:9]=[CH:8][CH:7]=1. The catalyst class is: 21. (3) Reactant: [F:1][C:2]1[CH:7]=[CH:6][CH:5]=[C:4]([F:8])[C:3]=1[N:9]1[C:14]2[N:15]=[C:16](S(C)=O)[N:17]=[C:18]([C:19]3[CH:20]=[C:21]([CH:28]=[CH:29][C:30]=3[CH3:31])[C:22]([NH:24][CH:25]([CH3:27])[CH3:26])=[O:23])[C:13]=2[CH2:12][NH:11][C:10]1=[O:35].[N:36]1([CH2:41][CH2:42][NH2:43])[CH2:40][CH2:39][CH2:38][CH2:37]1. Product: [F:1][C:2]1[CH:7]=[CH:6][CH:5]=[C:4]([F:8])[C:3]=1[N:9]1[C:14]2[N:15]=[C:16]([NH:43][CH2:42][CH2:41][N:36]3[CH2:40][CH2:39][CH2:38][CH2:37]3)[N:17]=[C:18]([C:19]3[CH:20]=[C:21]([CH:28]=[CH:29][C:30]=3[CH3:31])[C:22]([NH:24][CH:25]([CH3:27])[CH3:26])=[O:23])[C:13]=2[CH2:12][NH:11][C:10]1=[O:35]. The catalyst class is: 2. (4) Reactant: N([O-])=O.[Na+].[CH2:5]([C:7]1[CH:12]=[CH:11][C:10](N)=[CH:9][C:8]=1[N+:14]([O-:16])=[O:15])[CH3:6].[ClH:17].NC(N)=O. Product: [Cl:17][C:10]1[CH:11]=[CH:12][C:7]([CH2:5][CH3:6])=[C:8]([N+:14]([O-:16])=[O:15])[CH:9]=1. The catalyst class is: 6.